This data is from Reaction yield outcomes from USPTO patents with 853,638 reactions. The task is: Predict the reaction yield, written as a fraction of the theoretical maximum amount of product (1.0 means a 100% yield; for example, 0.34 means a 34% yield). (1) The reactants are [H-].[H-].[H-].[H-].[Li+].[Al+3].C([O:9][C:10](=O)[C:11]([O:23][C:24]1[CH:46]=[CH:45][C:27]2[C:28]3[N:32]([CH2:33][CH2:34][O:35][C:26]=2[CH:25]=1)[CH:31]=[C:30]([C:36]1[N:37]([CH:42]([CH3:44])[CH3:43])[N:38]=[C:39]([CH3:41])[N:40]=1)[N:29]=3)([C:17]1[CH:22]=[CH:21][CH:20]=[CH:19][CH:18]=1)[C:12](OCC)=[O:13])C.CCOC(C)=O.[C@H](O)(C([O-])=O)[C@@H](O)C([O-])=O.[Na+].[K+]. The catalyst is C1COCC1. The product is [CH:42]([N:37]1[C:36]([C:30]2[N:29]=[C:28]3[N:32]([CH2:33][CH2:34][O:35][C:26]4[CH:25]=[C:24]([O:23][C:11]([C:17]5[CH:18]=[CH:19][CH:20]=[CH:21][CH:22]=5)([CH2:12][OH:13])[CH2:10][OH:9])[CH:46]=[CH:45][C:27]=43)[CH:31]=2)=[N:40][C:39]([CH3:41])=[N:38]1)([CH3:44])[CH3:43]. The yield is 0.460. (2) The reactants are [CH:1]([N:4]1[C:8]([C:9]2[S:10][C:11]3[CH2:12][CH2:13][O:14][C:15]4[CH:22]=[CH:21][C:20]([C:23]5[C:24](=[O:29])[NH:25][CH:26]=[CH:27][CH:28]=5)=[CH:19][C:16]=4[C:17]=3[N:18]=2)=[N:7][CH:6]=[N:5]1)([CH3:3])[CH3:2].Br[CH2:31][CH2:32][O:33][CH3:34].[F-].[Cs+]. The catalyst is CN(C=O)C. The product is [CH:1]([N:4]1[C:8]([C:9]2[S:10][C:11]3[CH2:12][CH2:13][O:14][C:15]4[CH:22]=[CH:21][C:20]([C:23]5[C:24]([O:29][CH2:31][CH2:32][O:33][CH3:34])=[N:25][CH:26]=[CH:27][CH:28]=5)=[CH:19][C:16]=4[C:17]=3[N:18]=2)=[N:7][CH:6]=[N:5]1)([CH3:3])[CH3:2]. The yield is 0.0600.